Dataset: NCI-60 drug combinations with 297,098 pairs across 59 cell lines. Task: Regression. Given two drug SMILES strings and cell line genomic features, predict the synergy score measuring deviation from expected non-interaction effect. (1) Drug 1: CC(C)(C#N)C1=CC(=CC(=C1)CN2C=NC=N2)C(C)(C)C#N. Drug 2: CC1=C(C(=O)C2=C(C1=O)N3CC4C(C3(C2COC(=O)N)OC)N4)N. Cell line: SNB-75. Synergy scores: CSS=23.3, Synergy_ZIP=-8.77, Synergy_Bliss=-0.224, Synergy_Loewe=-2.97, Synergy_HSA=1.34. (2) Drug 1: CCC1=C2CN3C(=CC4=C(C3=O)COC(=O)C4(CC)O)C2=NC5=C1C=C(C=C5)O. Drug 2: CN(CCCl)CCCl.Cl. Cell line: HL-60(TB). Synergy scores: CSS=95.4, Synergy_ZIP=0.579, Synergy_Bliss=-0.901, Synergy_Loewe=-6.63, Synergy_HSA=2.41. (3) Drug 1: CC1=C(C=C(C=C1)NC(=O)C2=CC=C(C=C2)CN3CCN(CC3)C)NC4=NC=CC(=N4)C5=CN=CC=C5. Drug 2: C1CN1C2=NC(=NC(=N2)N3CC3)N4CC4. Cell line: KM12. Synergy scores: CSS=17.6, Synergy_ZIP=-4.09, Synergy_Bliss=-3.92, Synergy_Loewe=-19.1, Synergy_HSA=-5.04. (4) Drug 1: C1=C(C(=O)NC(=O)N1)N(CCCl)CCCl. Drug 2: CS(=O)(=O)OCCCCOS(=O)(=O)C. Cell line: OVCAR3. Synergy scores: CSS=13.7, Synergy_ZIP=-8.35, Synergy_Bliss=-0.980, Synergy_Loewe=-9.70, Synergy_HSA=-1.16. (5) Drug 1: C1=CC(=C2C(=C1NCCNCCO)C(=O)C3=C(C=CC(=C3C2=O)O)O)NCCNCCO. Drug 2: C1CC(C1)(C(=O)O)C(=O)O.[NH2-].[NH2-].[Pt+2]. Cell line: MDA-MB-435. Synergy scores: CSS=5.93, Synergy_ZIP=-5.23, Synergy_Bliss=-4.46, Synergy_Loewe=-15.9, Synergy_HSA=-5.54. (6) Drug 1: CS(=O)(=O)C1=CC(=C(C=C1)C(=O)NC2=CC(=C(C=C2)Cl)C3=CC=CC=N3)Cl. Drug 2: CC(C)(C#N)C1=CC(=CC(=C1)CN2C=NC=N2)C(C)(C)C#N. Cell line: SNB-75. Synergy scores: CSS=-1.84, Synergy_ZIP=0.0558, Synergy_Bliss=0.443, Synergy_Loewe=-1.69, Synergy_HSA=-1.69. (7) Drug 1: C#CCC(CC1=CN=C2C(=N1)C(=NC(=N2)N)N)C3=CC=C(C=C3)C(=O)NC(CCC(=O)O)C(=O)O. Drug 2: C1CC(=O)NC(=O)C1N2C(=O)C3=CC=CC=C3C2=O. Cell line: NCI/ADR-RES. Synergy scores: CSS=-8.69, Synergy_ZIP=7.45, Synergy_Bliss=6.89, Synergy_Loewe=-4.73, Synergy_HSA=-3.85. (8) Drug 1: C1CC(=O)NC(=O)C1N2CC3=C(C2=O)C=CC=C3N. Drug 2: CC(C)CN1C=NC2=C1C3=CC=CC=C3N=C2N. Cell line: MDA-MB-435. Synergy scores: CSS=1.91, Synergy_ZIP=1.19, Synergy_Bliss=1.39, Synergy_Loewe=0.958, Synergy_HSA=0.137. (9) Drug 1: CNC(=O)C1=NC=CC(=C1)OC2=CC=C(C=C2)NC(=O)NC3=CC(=C(C=C3)Cl)C(F)(F)F. Synergy scores: CSS=74.3, Synergy_ZIP=2.03, Synergy_Bliss=0.997, Synergy_Loewe=-17.0, Synergy_HSA=4.86. Drug 2: CCC1(C2=C(COC1=O)C(=O)N3CC4=CC5=C(C=CC(=C5CN(C)C)O)N=C4C3=C2)O.Cl. Cell line: MOLT-4.